This data is from Reaction yield outcomes from USPTO patents with 853,638 reactions. The task is: Predict the reaction yield, written as a fraction of the theoretical maximum amount of product (1.0 means a 100% yield; for example, 0.34 means a 34% yield). The reactants are C([O:5][C:6](=[O:17])[CH2:7][C@@:8]1([CH2:15][NH2:16])[CH2:14][C@@H:13]2[C@H:9]1[CH:10]=[CH:11][CH2:12]2)(C)(C)C. The catalyst is Cl.C(OCC)(=O)C. The product is [NH2:16][CH2:15][C@:8]1([CH2:7][C:6]([OH:17])=[O:5])[CH2:14][C@@H:13]2[C@H:9]1[CH:10]=[CH:11][CH2:12]2. The yield is 0.550.